Dataset: Catalyst prediction with 721,799 reactions and 888 catalyst types from USPTO. Task: Predict which catalyst facilitates the given reaction. Reactant: [CH2:1]([O:3][C:4]([C:6]1[C:7]([NH2:11])=[N:8][NH:9][CH:10]=1)=[O:5])[CH3:2].[H-].[Na+].[CH2:14](I)[CH3:15].S([O-])([O-])(=O)=O.[Na+].[Na+]. Product: [CH2:1]([O:3][C:4]([C:6]1[C:7]([NH2:11])=[N:8][N:9]([CH2:14][CH3:15])[CH:10]=1)=[O:5])[CH3:2]. The catalyst class is: 47.